From a dataset of Forward reaction prediction with 1.9M reactions from USPTO patents (1976-2016). Predict the product of the given reaction. (1) Given the reactants C(OC(N[N:9]1[CH2:13][CH2:12][CH2:11][CH2:10]1)=O)(C)(C)C.F[C:15]1[CH:22]=[CH:21][C:18]([C:19]#[N:20])=[CH:17][CH:16]=1.[C:23](=[O:26])([O-])[O-:24].[Cs+].[Cs+].C[N:30](C=O)C, predict the reaction product. The product is: [C:19]([C:18]1[CH:21]=[CH:22][C:15]([N:9]2[CH2:10][CH2:11][C@@H:12]([NH:30][C:23](=[O:26])[OH:24])[CH2:13]2)=[CH:16][CH:17]=1)#[N:20]. (2) Given the reactants [ClH:1].[S:2]1[C:6]2[CH:7]=[CH:8][CH:9]=[CH:10][C:5]=2[C:4]([N:11]2[CH2:16][CH2:15][N:14]([CH2:17][C@@H:18]3[CH2:23][CH2:22][CH2:21][CH2:20][C@H:19]3[CH2:24][N:25]3[C:33](=[O:34])[C@H:32]4[C@H:27]([C@H:28]5[CH2:35][C@@H:31]4[CH2:30][CH2:29]5)[C:26]3=[O:36])[CH2:13][CH2:12]2)=[N:3]1.Cl, predict the reaction product. The product is: [OH2:34].[OH2:34].[ClH:1].[ClH:1].[S:2]1[C:6]2[CH:7]=[CH:8][CH:9]=[CH:10][C:5]=2[C:4]([N:11]2[CH2:12][CH2:13][N:14]([CH2:17][C@@H:18]3[CH2:23][CH2:22][CH2:21][CH2:20][C@H:19]3[CH2:24][N:25]3[C:26](=[O:36])[C@H:27]4[C@H:32]([C@H:31]5[CH2:35][C@@H:28]4[CH2:29][CH2:30]5)[C:33]3=[O:34])[CH2:15][CH2:16]2)=[N:3]1. (3) Given the reactants [CH2:1]([N:3]1[CH2:8][C@H:7]([CH3:9])[N:6]2[C:10]([C:20]([C:22]([O:24][CH3:25])=[O:23])=[CH2:21])=[C:11]([C:15]([O:17]CC)=O)[C:12]([O:13][CH3:14])=[C:5]2[C:4]1=[O:26])[CH3:2].[NH3:27], predict the reaction product. The product is: [CH2:1]([N:3]1[CH2:8][C@H:7]([CH3:9])[N:6]2[C:10]3[C:20]([C:22]([O:24][CH3:25])=[O:23])=[CH:21][NH:27][C:15](=[O:17])[C:11]=3[C:12]([O:13][CH3:14])=[C:5]2[C:4]1=[O:26])[CH3:2]. (4) Given the reactants [CH3:1][C:2]1[C:10]([N+:11]([O-:13])=O)=[CH:9][CH:8]=[C:7]2[C:3]=1C=[CH:5][NH:6]2.[OH-:14].[K+].II.[C:18](=O)([O-])[O-].[K+].[K+].[CH3:24][I:25].OS([O-])=O.[Na+], predict the reaction product. The product is: [I:25][C:24]1[C:3]2[C:7](=[CH:8][CH:9]=[C:10]([N+:11]([O-:13])=[O:14])[C:2]=2[CH3:1])[N:6]([CH3:5])[CH:18]=1. (5) Given the reactants [Cl:1][C:2]1[CH:29]=[CH:28][C:5]([C:6]([NH:8][C:9]2[CH:21]=[C:20]([C:22]3[CH:27]=[CH:26][CH:25]=[CH:24][CH:23]=3)[CH:19]=[CH:18][C:10]=2[C:11]([O:13]C(C)(C)C)=[O:12])=[O:7])=[C:4]([OH:30])[CH:3]=1, predict the reaction product. The product is: [Cl:1][C:2]1[CH:29]=[CH:28][C:5]([C:6]([NH:8][C:9]2[CH:21]=[C:20]([C:22]3[CH:27]=[CH:26][CH:25]=[CH:24][CH:23]=3)[CH:19]=[CH:18][C:10]=2[C:11]([OH:13])=[O:12])=[O:7])=[C:4]([OH:30])[CH:3]=1.